This data is from Reaction yield outcomes from USPTO patents with 853,638 reactions. The task is: Predict the reaction yield, written as a fraction of the theoretical maximum amount of product (1.0 means a 100% yield; for example, 0.34 means a 34% yield). The reactants are [C:1]([C:3]1[CH:8]=[CH:7][CH:6]=[CH:5][C:4]=1[C:9]1[CH:14]=[CH:13][C:12]([CH2:15][CH:16]([C:22](=O)[CH2:23][CH2:24][CH3:25])[C:17](OCC)=[O:18])=[CH:11][C:10]=1[F:27])#[N:2].[O:28]1[C:32]2([CH2:37][CH2:36][CH:35]([NH:38][C:39]3[NH:43][CH:42]=[N:41][N:40]=3)[CH2:34][CH2:33]2)[O:31][CH2:30][CH2:29]1. No catalyst specified. The product is [O:28]1[C:32]2([CH2:33][CH2:34][CH:35]([N:38]3[C:17](=[O:18])[C:16]([CH2:15][C:12]4[CH:13]=[CH:14][C:9]([C:4]5[C:3]([C:1]#[N:2])=[CH:8][CH:7]=[CH:6][CH:5]=5)=[C:10]([F:27])[CH:11]=4)=[C:22]([CH2:23][CH2:24][CH3:25])[N:40]4[N:41]=[CH:42][N:43]=[C:39]34)[CH2:36][CH2:37]2)[O:31][CH2:30][CH2:29]1. The yield is 0.500.